Dataset: Reaction yield outcomes from USPTO patents with 853,638 reactions. Task: Predict the reaction yield, written as a fraction of the theoretical maximum amount of product (1.0 means a 100% yield; for example, 0.34 means a 34% yield). The reactants are [C:1]([C:3]1[CH:4]=[CH:5][C:6]([O:12][CH:13]([CH3:15])[CH3:14])=[C:7]([CH:11]=1)[C:8]([OH:10])=O)#[N:2].[N:16]1([C:22]2[S:23][C:24]([C:27]#[N:28])=[CH:25][N:26]=2)[CH2:21][CH2:20][NH:19][CH2:18][CH2:17]1. No catalyst specified. The product is [C:1]([C:3]1[CH:4]=[CH:5][C:6]([O:12][CH:13]([CH3:15])[CH3:14])=[C:7]([CH:11]=1)[C:8]([N:19]1[CH2:20][CH2:21][N:16]([C:22]2[S:23][C:24]([C:27]#[N:28])=[CH:25][N:26]=2)[CH2:17][CH2:18]1)=[O:10])#[N:2]. The yield is 0.700.